Predict the product of the given reaction. From a dataset of Forward reaction prediction with 1.9M reactions from USPTO patents (1976-2016). (1) Given the reactants [Cl:1][CH2:2][CH2:3][C:4](Cl)=[O:5].[CH2:7]([Mg]Br)[CH:8]=[CH2:9].O.Cl.O1C[CH2:17][CH2:16][CH2:15]1, predict the reaction product. The product is: [Cl:1][CH2:2][CH2:3][C:4]([OH:5])([CH2:17][CH:16]=[CH2:15])[CH2:7][CH:8]=[CH2:9]. (2) Given the reactants [Br:1][C:2]1C2C(=CC=CC=2)[C:5]([C:12]2(C=COC)[CH:17]=[CH:16][CH:15]=[CH:14][CH2:13]2)=[CH:4][CH:3]=1.CS(O)(=O)=O.C(=O)([O-])[O-].[K+].[K+], predict the reaction product. The product is: [Br:1][C:2]1[C:13]2[CH:14]=[CH:15][CH:16]=[CH:17][C:12]=2[C:5]2[C:17]3[CH:16]=[CH:15][CH:14]=[CH:13][C:12]=3[CH:5]=[CH:4][C:4]=2[CH:3]=1. (3) Given the reactants [I:1][C:2]1[CH:7]=[CH:6][C:5]([C:8]2[N:9]([CH3:15])[CH:10]=[C:11]([CH2:13]O)[N:12]=2)=[CH:4][CH:3]=1.[N-:16]=[N+:17]=[N-:18].[Na+].O.CCOC(C)=O, predict the reaction product. The product is: [I:1][C:2]1[CH:7]=[CH:6][C:5]([C:8]2[N:9]([CH3:15])[CH:10]=[C:11]([CH2:13][N:16]=[N+:17]=[N-:18])[N:12]=2)=[CH:4][CH:3]=1. (4) Given the reactants C([O:8][C:9]1[CH:14]=[CH:13][C:12]([N:15]([CH3:60])[C:16]([C:18]2[CH:19]=[C:20]([C:27]3[CH:28]=[C:29]4[C:34](=[CH:35][C:36]=3[C:37]([N:39]3[C@H:48]([CH3:49])[CH2:47][C:46]5[C:41](=[CH:42][CH:43]=[CH:44][CH:45]=5)[CH2:40]3)=[O:38])[CH2:33][N:32]([C:50]([N:52]([CH3:59])[C:53]3[CH:58]=[CH:57][CH:56]=[CH:55][CH:54]=3)=[O:51])[CH2:31][CH2:30]4)[N:21]3[C:26]=2[CH2:25][CH2:24][CH2:23][CH2:22]3)=[O:17])=[CH:11][CH:10]=1)C1C=CC=CC=1, predict the reaction product. The product is: [OH:8][C:9]1[CH:14]=[CH:13][C:12]([N:15]([CH3:60])[C:16]([C:18]2[CH:19]=[C:20]([C:27]3[CH:28]=[C:29]4[C:34](=[CH:35][C:36]=3[C:37]([N:39]3[C@H:48]([CH3:49])[CH2:47][C:46]5[C:41](=[CH:42][CH:43]=[CH:44][CH:45]=5)[CH2:40]3)=[O:38])[CH2:33][N:32]([C:50]([N:52]([CH3:59])[C:53]3[CH:54]=[CH:55][CH:56]=[CH:57][CH:58]=3)=[O:51])[CH2:31][CH2:30]4)[N:21]3[C:26]=2[CH2:25][CH2:24][CH2:23][CH2:22]3)=[O:17])=[CH:11][CH:10]=1. (5) Given the reactants [NH2:1][C:2]1[N:6]([C:7]2[CH:12]=[C:11]([N+:13]([O-:15])=[O:14])[CH:10]=[CH:9][C:8]=2[CH:16]=O)[N:5]=[C:4]([C:18]2[CH:23]=[CH:22][C:21]([O:24][C:25]3[CH:30]=[CH:29][CH:28]=[CH:27][CH:26]=3)=[CH:20][CH:19]=2)[C:3]=1[C:31]([NH2:33])=[O:32], predict the reaction product. The product is: [N+:13]([C:11]1[CH:12]=[C:7]2[C:8]([CH:16]=[N:1][C:2]3[N:6]2[N:5]=[C:4]([C:18]2[CH:19]=[CH:20][C:21]([O:24][C:25]4[CH:26]=[CH:27][CH:28]=[CH:29][CH:30]=4)=[CH:22][CH:23]=2)[C:3]=3[C:31]([NH2:33])=[O:32])=[CH:9][CH:10]=1)([O-:15])=[O:14]. (6) Given the reactants [OH-].[Na+:2].C([O:5][C:6](=[O:35])[CH2:7][O:8][C:9]1[CH:18]=[CH:17][CH:16]=[C:15]2[C:10]=1[C:11]([NH:19][C:20]1[CH:25]=[CH:24][C:23]([O:26][CH2:27][C:28]3[CH:33]=[CH:32][CH:31]=[CH:30][N:29]=3)=[C:22]([Cl:34])[CH:21]=1)=[N:12][CH:13]=[N:14]2)C, predict the reaction product. The product is: [Na+:2].[Cl:34][C:22]1[CH:21]=[C:20]([NH:19][C:11]2[C:10]3[C:15](=[CH:16][CH:17]=[CH:18][C:9]=3[O:8][CH2:7][C:6]([O-:35])=[O:5])[N:14]=[CH:13][N:12]=2)[CH:25]=[CH:24][C:23]=1[O:26][CH2:27][C:28]1[CH:33]=[CH:32][CH:31]=[CH:30][N:29]=1. (7) Given the reactants CS(O[CH2:6][C@H:7]1[CH2:12][N:11]([S:13]([C:16]2[S:17][CH:18]=[CH:19][CH:20]=2)(=[O:15])=[O:14])[CH2:10][CH2:9][N:8]1[C:21]1[CH:26]=[CH:25][C:24]([C:27]([OH:33])([CH3:32])[C:28]([F:31])([F:30])[F:29])=[CH:23][CH:22]=1)(=O)=O.[CH3:34][NH2:35], predict the reaction product. The product is: [F:29][C:28]([F:30])([F:31])[C:27]([C:24]1[CH:25]=[CH:26][C:21]([N:8]2[CH2:9][CH2:10][N:11]([S:13]([C:16]3[S:17][CH:18]=[CH:19][CH:20]=3)(=[O:14])=[O:15])[CH2:12][C@@H:7]2[CH2:6][NH:35][CH3:34])=[CH:22][CH:23]=1)([OH:33])[CH3:32].